This data is from CYP3A4 inhibition data for predicting drug metabolism from PubChem BioAssay. The task is: Regression/Classification. Given a drug SMILES string, predict its absorption, distribution, metabolism, or excretion properties. Task type varies by dataset: regression for continuous measurements (e.g., permeability, clearance, half-life) or binary classification for categorical outcomes (e.g., BBB penetration, CYP inhibition). Dataset: cyp3a4_veith. The drug is O=C(Nc1cccnc1)c1ccc2snnc2c1. The result is 1 (inhibitor).